Task: Predict which catalyst facilitates the given reaction.. Dataset: Catalyst prediction with 721,799 reactions and 888 catalyst types from USPTO (1) Reactant: [F:1][C:2]([F:20])([F:19])[C:3]([N:5]1[CH2:11][CH:10]([CH3:12])[C:9]2[CH:13]=[CH:14][C:15]([O:17]C)=[CH:16][C:8]=2[CH2:7][CH2:6]1)=[O:4].B(Br)(Br)Br. Product: [F:20][C:2]([F:1])([F:19])[C:3]([N:5]1[CH2:11][CH:10]([CH3:12])[C:9]2[CH:13]=[CH:14][C:15]([OH:17])=[CH:16][C:8]=2[CH2:7][CH2:6]1)=[O:4]. The catalyst class is: 4. (2) Reactant: [C@H:1]1([C:7]([OH:9])=[O:8])[CH2:6][CH2:5][CH:4]=[CH:3][CH2:2]1.[Br:10]N1C(=O)CCC1=O.[O-2].[Ca+2].O. Product: [Br:10][C@@H:4]1[C@@H:5]2[CH2:6][C@@H:1]([C:7](=[O:9])[O:8]2)[CH2:2][CH2:3]1. The catalyst class is: 7. (3) Reactant: C(OC([NH:8][C@H:9]([C:22]([NH:24][C@H:25]([C:27]([O:29][CH2:30][CH2:31][O:32][C:33]1[CH:38]=[CH:37][C:36]([C:39]2[C:44]([C:45]#[N:46])=[C:43]([S:47][CH2:48][C:49]3[N:50]=[C:51]([C:54]4[CH:59]=[CH:58][C:57]([Cl:60])=[CH:56][CH:55]=4)[S:52][CH:53]=3)[N:42]=[C:41]([N:61]3[CH2:64][CH2:63][CH2:62]3)[C:40]=2[C:65]#[N:66])=[CH:35][CH:34]=1)=[O:28])[CH3:26])=[O:23])[CH2:10][CH2:11][CH2:12][CH2:13][NH:14]C(OC(C)(C)C)=O)=O)(C)(C)C.[F:67][C:68]([F:73])([F:72])[C:69]([OH:71])=[O:70]. Product: [F:67][C:68]([F:73])([F:72])[C:69]([OH:71])=[O:70].[F:67][C:68]([F:73])([F:72])[C:69]([OH:71])=[O:70].[NH2:8][C@H:9]([C:22]([NH:24][C@H:25]([C:27]([O:29][CH2:30][CH2:31][O:32][C:33]1[CH:38]=[CH:37][C:36]([C:39]2[C:44]([C:45]#[N:46])=[C:43]([S:47][CH2:48][C:49]3[N:50]=[C:51]([C:54]4[CH:55]=[CH:56][C:57]([Cl:60])=[CH:58][CH:59]=4)[S:52][CH:53]=3)[N:42]=[C:41]([N:61]3[CH2:62][CH2:63][CH2:64]3)[C:40]=2[C:65]#[N:66])=[CH:35][CH:34]=1)=[O:28])[CH3:26])=[O:23])[CH2:10][CH2:11][CH2:12][CH2:13][NH2:14]. The catalyst class is: 4. (4) Reactant: Cl[C:2]1[CH:7]=[C:6]([N:8]2[CH2:13][CH2:12][O:11][CH2:10][CH2:9]2)[N:5]=[C:4]([N:14]2[C:18]3[CH:19]=[CH:20][CH:21]=[C:22]([O:23][CH3:24])[C:17]=3[N:16]=[C:15]2[CH:25]([F:27])[F:26])[N:3]=1.[N:28]1[CH:33]=[C:32](B(O)O)[CH:31]=[N:30][CH:29]=1.C([O-])([O-])=O.[K+].[K+]. Product: [F:26][CH:25]([F:27])[C:15]1[N:14]([C:4]2[N:3]=[C:2]([C:32]3[CH:33]=[N:28][CH:29]=[N:30][CH:31]=3)[CH:7]=[C:6]([N:8]3[CH2:13][CH2:12][O:11][CH2:10][CH2:9]3)[N:5]=2)[C:18]2[CH:19]=[CH:20][CH:21]=[C:22]([O:23][CH3:24])[C:17]=2[N:16]=1. The catalyst class is: 117.